This data is from NCI-60 drug combinations with 297,098 pairs across 59 cell lines. The task is: Regression. Given two drug SMILES strings and cell line genomic features, predict the synergy score measuring deviation from expected non-interaction effect. (1) Drug 1: CC1=CC2C(CCC3(C2CCC3(C(=O)C)OC(=O)C)C)C4(C1=CC(=O)CC4)C. Drug 2: CCN(CC)CCNC(=O)C1=C(NC(=C1C)C=C2C3=C(C=CC(=C3)F)NC2=O)C. Cell line: MDA-MB-435. Synergy scores: CSS=-2.63, Synergy_ZIP=4.31, Synergy_Bliss=5.99, Synergy_Loewe=-2.77, Synergy_HSA=0.170. (2) Drug 2: CC1C(C(CC(O1)OC2CC(CC3=C2C(=C4C(=C3O)C(=O)C5=C(C4=O)C(=CC=C5)OC)O)(C(=O)CO)O)N)O.Cl. Drug 1: CCC(=C(C1=CC=CC=C1)C2=CC=C(C=C2)OCCN(C)C)C3=CC=CC=C3.C(C(=O)O)C(CC(=O)O)(C(=O)O)O. Cell line: SK-MEL-28. Synergy scores: CSS=35.7, Synergy_ZIP=-0.287, Synergy_Bliss=2.60, Synergy_Loewe=0.0671, Synergy_HSA=3.57. (3) Drug 1: C1=C(C(=O)NC(=O)N1)F. Drug 2: C1C(C(OC1N2C=NC3=C2NC=NCC3O)CO)O. Cell line: TK-10. Synergy scores: CSS=24.6, Synergy_ZIP=0.833, Synergy_Bliss=0.212, Synergy_Loewe=-2.28, Synergy_HSA=1.81. (4) Drug 1: CCN(CC)CCNC(=O)C1=C(NC(=C1C)C=C2C3=C(C=CC(=C3)F)NC2=O)C. Drug 2: COCCOC1=C(C=C2C(=C1)C(=NC=N2)NC3=CC=CC(=C3)C#C)OCCOC.Cl. Cell line: SF-539. Synergy scores: CSS=13.5, Synergy_ZIP=0.535, Synergy_Bliss=-4.75, Synergy_Loewe=6.49, Synergy_HSA=-2.18. (5) Drug 1: CCCS(=O)(=O)NC1=C(C(=C(C=C1)F)C(=O)C2=CNC3=C2C=C(C=N3)C4=CC=C(C=C4)Cl)F. Drug 2: C1CC(=O)NC(=O)C1N2CC3=C(C2=O)C=CC=C3N. Cell line: OVCAR-5. Synergy scores: CSS=-2.62, Synergy_ZIP=3.01, Synergy_Bliss=1.03, Synergy_Loewe=-4.75, Synergy_HSA=-4.59. (6) Drug 1: CN(C)C1=NC(=NC(=N1)N(C)C)N(C)C. Drug 2: CCC1=C2CN3C(=CC4=C(C3=O)COC(=O)C4(CC)O)C2=NC5=C1C=C(C=C5)O. Cell line: MDA-MB-435. Synergy scores: CSS=11.4, Synergy_ZIP=-2.98, Synergy_Bliss=1.84, Synergy_Loewe=-21.6, Synergy_HSA=-3.89. (7) Drug 1: CC1CCC2CC(C(=CC=CC=CC(CC(C(=O)C(C(C(=CC(C(=O)CC(OC(=O)C3CCCCN3C(=O)C(=O)C1(O2)O)C(C)CC4CCC(C(C4)OC)OCCO)C)C)O)OC)C)C)C)OC. Drug 2: CC1C(C(CC(O1)OC2CC(CC3=C2C(=C4C(=C3O)C(=O)C5=CC=CC=C5C4=O)O)(C(=O)C)O)N)O. Cell line: 786-0. Synergy scores: CSS=48.3, Synergy_ZIP=-4.43, Synergy_Bliss=-7.91, Synergy_Loewe=-9.19, Synergy_HSA=-3.39. (8) Drug 1: C1=CN(C=N1)CC(O)(P(=O)(O)O)P(=O)(O)O. Drug 2: CCC1(C2=C(COC1=O)C(=O)N3CC4=CC5=C(C=CC(=C5CN(C)C)O)N=C4C3=C2)O.Cl. Cell line: SR. Synergy scores: CSS=47.7, Synergy_ZIP=0.224, Synergy_Bliss=-1.58, Synergy_Loewe=-33.7, Synergy_HSA=0.563. (9) Drug 1: C1=CC(=CC=C1CCCC(=O)O)N(CCCl)CCCl. Drug 2: CCC(=C(C1=CC=CC=C1)C2=CC=C(C=C2)OCCN(C)C)C3=CC=CC=C3.C(C(=O)O)C(CC(=O)O)(C(=O)O)O. Cell line: BT-549. Synergy scores: CSS=16.0, Synergy_ZIP=-6.30, Synergy_Bliss=-3.45, Synergy_Loewe=-5.44, Synergy_HSA=-3.79.